Dataset: Reaction yield outcomes from USPTO patents with 853,638 reactions. Task: Predict the reaction yield, written as a fraction of the theoretical maximum amount of product (1.0 means a 100% yield; for example, 0.34 means a 34% yield). (1) No catalyst specified. The yield is 0.770. The product is [CH3:1][O:2][C:3]1[CH:4]=[C:5]2[C:10](=[O:9])[NH:16][C:7](=[O:8])[C:6]2=[CH:12][CH:13]=1. The reactants are [CH3:1][O:2][C:3]1[CH:4]=[C:5]2[C:10](=O)[O:9][C:7](=[O:8])[C:6]2=[CH:12][CH:13]=1.C([NH2:16])=O. (2) The reactants are C[O:2][C:3]([C:5]1[CH:15]=[CH:14][C:8]2[O:9][C:10]([F:13])([F:12])[O:11][C:7]=2[CH:6]=1)=O.[H-].[Al+3].[Li+].[H-].[H-].[H-].O.[OH-].[Na+]. The catalyst is O1CCCC1. The yield is 0.760. The product is [F:13][C:10]1([F:12])[O:9][C:8]2[CH:14]=[CH:15][C:5]([CH2:3][OH:2])=[CH:6][C:7]=2[O:11]1. (3) The product is [CH3:1][O:2][C:3]1[CH:12]=[CH:11][C:6]2[N:7]3[CH:14]=[C:15]([C:16]([O:18][CH2:19][CH3:20])=[O:17])[N:10]=[C:8]3[S:9][C:5]=2[CH:4]=1. No catalyst specified. The yield is 0.430. The reactants are [CH3:1][O:2][C:3]1[CH:12]=[CH:11][C:6]2[N:7]=[C:8]([NH2:10])[S:9][C:5]=2[CH:4]=1.Br[CH2:14][C:15](=O)[C:16]([O:18][CH2:19][CH3:20])=[O:17]. (4) The yield is 0.210. No catalyst specified. The product is [Br:1][C:2]1[CH:3]=[C:4]([C:8]2([C:25]3[CH:30]=[CH:29][N:28]=[C:27]([C:31]([F:34])([F:33])[F:32])[CH:26]=3)[C:16]3[C:17](=[N:18][CH:19]=[CH:20][CH:21]=3)[C:22]([NH2:23])=[N:9]2)[CH:5]=[CH:6][CH:7]=1. The reactants are [Br:1][C:2]1[CH:3]=[C:4](/[C:8](/[C:16]2[C:17]([C:22]#[N:23])=[N:18][CH:19]=[CH:20][CH:21]=2)=[N:9]\S(C(C)(C)C)=O)[CH:5]=[CH:6][CH:7]=1.Br[C:25]1[CH:30]=[CH:29][N:28]=[C:27]([C:31]([F:34])([F:33])[F:32])[CH:26]=1. (5) The reactants are [O:1]1[C:5]2([CH2:10][CH2:9][CH:8]([NH:11][C:12]3[NH:16][N:15]=[CH:14][CH:13]=3)[CH2:7][CH2:6]2)[O:4][CH2:3][CH2:2]1.N12CCCN=C1CCCCC2.[C:28]([C:30]1[CH:35]=[CH:34][CH:33]=[CH:32][C:31]=1[C:36]1[CH:41]=[CH:40][C:39]([CH2:42][CH:43]([C:49](=O)[CH2:50][CH2:51][CH3:52])[C:44](OCC)=[O:45])=[C:38]([F:54])[CH:37]=1)#[N:29].C(OCC)(=O)C. The catalyst is CCN(C1C=CC=CC=1)CC.O. The product is [O:4]1[C:5]2([CH2:6][CH2:7][CH:8]([N:11]3[C:44](=[O:45])[C:43]([CH2:42][C:39]4[CH:40]=[CH:41][C:36]([C:31]5[C:30]([C:28]#[N:29])=[CH:35][CH:34]=[CH:33][CH:32]=5)=[CH:37][C:38]=4[F:54])=[C:49]([CH2:50][CH2:51][CH3:52])[N:16]4[N:15]=[CH:14][CH:13]=[C:12]34)[CH2:9][CH2:10]2)[O:1][CH2:2][CH2:3]1. The yield is 0.750. (6) The reactants are [CH:1](=O)[C:2]1[CH:7]=[CH:6][CH:5]=[CH:4][CH:3]=1.[C:9](#[N:13])[CH2:10][C:11]#[N:12].C(N(CC)CC)C.[CH3:21][O:22][C:23]1[CH:28]=[CH:27][C:26]([C:29]2[CH2:33][C:32](=[O:34])[N:31]([CH3:35])[N:30]=2)=[CH:25][CH:24]=1. The catalyst is C(O)C. The product is [NH2:12][C:11]1[O:34][C:32]2[N:31]([CH3:35])[N:30]=[C:29]([C:26]3[CH:25]=[CH:24][C:23]([O:22][CH3:21])=[CH:28][CH:27]=3)[C:33]=2[CH:1]([C:2]2[CH:7]=[CH:6][CH:5]=[CH:4][CH:3]=2)[C:10]=1[C:9]#[N:13]. The yield is 0.0800. (7) The reactants are [F:1][C:2]1[CH:18]=[C:17]([CH:19]=[CH2:20])[CH:16]=[CH:15][C:3]=1[O:4][C:5]1[CH:6]=[N:7][C:8]([C:11]([F:14])([F:13])[F:12])=[N:9][CH:10]=1.B1C2CCCC1CCC2.[OH-:30].[Na+].OO. The catalyst is C1COCC1. The product is [F:1][C:2]1[CH:18]=[C:17]([CH2:19][CH2:20][OH:30])[CH:16]=[CH:15][C:3]=1[O:4][C:5]1[CH:10]=[N:9][C:8]([C:11]([F:12])([F:13])[F:14])=[N:7][CH:6]=1. The yield is 1.32.